From a dataset of Peptide-MHC class I binding affinity with 185,985 pairs from IEDB/IMGT. Regression. Given a peptide amino acid sequence and an MHC pseudo amino acid sequence, predict their binding affinity value. This is MHC class I binding data. (1) The peptide sequence is LLDEYRDYI. The MHC is HLA-A02:01 with pseudo-sequence HLA-A02:01. The binding affinity (normalized) is 0.936. (2) The peptide sequence is SLYTVATL. The MHC is HLA-A02:02 with pseudo-sequence HLA-A02:02. The binding affinity (normalized) is 0.461. (3) The MHC is HLA-A33:01 with pseudo-sequence HLA-A33:01. The binding affinity (normalized) is 0.661. The peptide sequence is TTRAWFDKK. (4) The peptide sequence is IHYAGWVSL. The MHC is HLA-B39:01 with pseudo-sequence HLA-B39:01. The binding affinity (normalized) is 0.834. (5) The peptide sequence is YPGIKVRQL. The MHC is HLA-B44:03 with pseudo-sequence HLA-B44:03. The binding affinity (normalized) is 0. (6) The peptide sequence is YVAVVPLVY. The MHC is HLA-A29:02 with pseudo-sequence HLA-A29:02. The binding affinity (normalized) is 0.915. (7) The peptide sequence is ESSVKEKDM. The MHC is HLA-A26:01 with pseudo-sequence HLA-A26:01. The binding affinity (normalized) is 0.0847. (8) The peptide sequence is DIALALEQY. The MHC is HLA-A11:01 with pseudo-sequence HLA-A11:01. The binding affinity (normalized) is 0. (9) The peptide sequence is RRFKYLLNV. The MHC is HLA-C07:01 with pseudo-sequence HLA-C07:01. The binding affinity (normalized) is 0.936. (10) The binding affinity (normalized) is 0.194. The MHC is HLA-A02:02 with pseudo-sequence HLA-A02:02. The peptide sequence is AQNISFKSI.